From a dataset of Forward reaction prediction with 1.9M reactions from USPTO patents (1976-2016). Predict the product of the given reaction. (1) Given the reactants [C:1]([CH2:3][NH:4][C:5]([C:7]1([NH2:13])[CH2:12][CH2:11][CH2:10][CH2:9][CH2:8]1)=[O:6])#[N:2].[CH:14]1[CH:15]=[CH:16][C:17]2[N:22](O)N=N[C:18]=2[CH:19]=1.[CH2:24]([N:26]([CH2:29]C)[CH2:27][CH3:28])[CH3:25].CN([CH:34]=[O:35])C, predict the reaction product. The product is: [C:1]([CH2:3][NH:4][C:5]([C:7]1([NH:13][C:34](=[O:35])[C:14]2[CH:19]=[CH:18][C:17]([N:22]3[CH2:28][CH2:27][N:26]([CH3:29])[CH2:24][CH2:25]3)=[CH:16][CH:15]=2)[CH2:12][CH2:11][CH2:10][CH2:9][CH2:8]1)=[O:6])#[N:2]. (2) Given the reactants CO[C:3]([C:5]1[C:6]([OH:29])=[C:7]2[C:12](=[CH:13][N:14]=1)[N:11]([CH2:15][CH:16]1[CH2:21][CH2:20][CH2:19][CH2:18][CH2:17]1)[C:10](=[O:22])[C:9]([C:23]1[CH:28]=[CH:27][CH:26]=[CH:25][CH:24]=1)=[CH:8]2)=[O:4].[OH-].[Na+].C1C=CC2N(O)N=NC=2C=1.C(Cl)CCl.Cl.[CH2:47]([O:49][C:50](=[O:55])[CH2:51][CH2:52][CH2:53][NH2:54])[CH3:48].CCN(C(C)C)C(C)C, predict the reaction product. The product is: [CH2:47]([O:49][C:50](=[O:55])[CH2:51][CH2:52][CH2:53][NH:54][C:3]([C:5]1[C:6]([OH:29])=[C:7]2[C:12](=[CH:13][N:14]=1)[N:11]([CH2:15][CH:16]1[CH2:21][CH2:20][CH2:19][CH2:18][CH2:17]1)[C:10](=[O:22])[C:9]([C:23]1[CH:28]=[CH:27][CH:26]=[CH:25][CH:24]=1)=[CH:8]2)=[O:4])[CH3:48]. (3) Given the reactants C([NH:9][C:10]([NH:12][C:13]1[CH:14]=[C:15]([C:21]2[CH:26]=[CH:25][CH:24]=[CH:23][CH:22]=2)[CH:16]=[C:17]([O:19][CH3:20])[CH:18]=1)=[S:11])(=O)C1C=CC=CC=1.C[O-].[Na+], predict the reaction product. The product is: [CH3:20][O:19][C:17]1[CH:18]=[C:13]([NH:12][C:10]([NH2:9])=[S:11])[CH:14]=[C:15]([C:21]2[CH:26]=[CH:25][CH:24]=[CH:23][CH:22]=2)[CH:16]=1. (4) Given the reactants [C:1]([C:5]1[CH:6]=[C:7]([NH:18][C:19]([NH:21][C@@H:22]2[C:31]3[C:26](=[CH:27][CH:28]=[CH:29][CH:30]=3)[C@H:25]([O:32][C:33]3[CH:34]=[CH:35][C:36]4[N:37]([C:39]([N:42]5[CH2:47][CH2:46][CH2:45][CH2:44][CH2:43]5)=[N:40][N:41]=4)[CH:38]=3)[CH2:24][CH2:23]2)=[O:20])[N:8]([C:10]2[CH:15]=[CH:14][C:13]([CH2:16]O)=[CH:12][CH:11]=2)[N:9]=1)([CH3:4])([CH3:3])[CH3:2].CCN(C(C)C)C(C)C.CS([Cl:61])(=O)=O, predict the reaction product. The product is: [C:1]([C:5]1[CH:6]=[C:7]([NH:18][C:19]([NH:21][C@@H:22]2[C:31]3[C:26](=[CH:27][CH:28]=[CH:29][CH:30]=3)[C@H:25]([O:32][C:33]3[CH:34]=[CH:35][C:36]4[N:37]([C:39]([N:42]5[CH2:47][CH2:46][CH2:45][CH2:44][CH2:43]5)=[N:40][N:41]=4)[CH:38]=3)[CH2:24][CH2:23]2)=[O:20])[N:8]([C:10]2[CH:15]=[CH:14][C:13]([CH2:16][Cl:61])=[CH:12][CH:11]=2)[N:9]=1)([CH3:4])([CH3:3])[CH3:2]. (5) Given the reactants CS(O[CH2:6][CH2:7][C:8]1[O:9][C:10]2[CH:16]=[CH:15][C:14]([C:17]3[CH:22]=[CH:21][C:20]([C:23]([N:25]4[CH2:30][CH2:29][O:28][CH2:27][CH2:26]4)=[O:24])=[CH:19][N:18]=3)=[CH:13][C:11]=2[CH:12]=1)(=O)=O.[OH:31][C@@H:32]1[CH2:36][CH2:35][NH:34][CH2:33]1, predict the reaction product. The product is: [N:25]1([C:23]([C:20]2[CH:21]=[CH:22][C:17]([C:14]3[CH:15]=[CH:16][C:10]4[O:9][C:8]([CH2:7][CH2:6][N:34]5[CH2:35][CH2:36][C@@H:32]([OH:31])[CH2:33]5)=[CH:12][C:11]=4[CH:13]=3)=[N:18][CH:19]=2)=[O:24])[CH2:30][CH2:29][O:28][CH2:27][CH2:26]1. (6) Given the reactants [CH2:1]([C@H:36]([NH2:40])[C:37]([OH:39])=[O:38])[CH2:2][C:3]([NH:5][C@H:6]([C:29]([NH:31][CH2:32][C:33]([OH:35])=[O:34])=[O:30])[CH2:7][S:8][S:8][CH2:7][C@H:6]([NH:5][C:3]([CH2:2][CH2:1][C@H:36]([NH2:40])[C:37]([OH:39])=[O:38])=[O:4])[C:29]([NH:31][CH2:32][C:33]([OH:35])=[O:34])=[O:30])=[O:4].FC(F)(F)S([O-])(=O)=O.C[N+]1C=CC=CC=1C=C, predict the reaction product. The product is: [NH2:40][C@@H:36]([CH2:1][CH2:2][C:3]([NH:5][C@H:6]([C:29]([NH:31][CH2:32][C:33]([OH:35])=[O:34])=[O:30])[CH2:7][SH:8])=[O:4])[C:37]([OH:39])=[O:38].